Predict the reactants needed to synthesize the given product. From a dataset of Full USPTO retrosynthesis dataset with 1.9M reactions from patents (1976-2016). (1) Given the product [ClH:9].[CH3:10][N:11]1[C:15]([C:16]([Cl:1])=[O:17])=[CH:14][N:13]=[CH:12]1, predict the reactants needed to synthesize it. The reactants are: [ClH:1].N1C=C(C([Cl:9])=O)N=C1.[CH3:10][N:11]1[C:15]([C:16](O)=[O:17])=[CH:14][N:13]=[CH:12]1. (2) Given the product [Br:22][C:23]1[CH:30]=[CH:29][CH:28]=[CH:27][C:24]=1[CH2:25][CH:7]1[C:6](=[O:9])[N:5]([CH3:10])[C:4]2[CH:11]=[CH:12][C:13]([Cl:15])=[CH:14][C:3]=2[C:2]([Cl:1])=[N:8]1, predict the reactants needed to synthesize it. The reactants are: [Cl:1][C:2]1[C:3]2[CH:14]=[C:13]([Cl:15])[CH:12]=[CH:11][C:4]=2[N:5]([CH3:10])[C:6](=[O:9])[CH2:7][N:8]=1.CC(C)([O-])C.[K+].[Br:22][C:23]1[CH:30]=[CH:29][CH:28]=[CH:27][C:24]=1[CH2:25]Br.N1CCNCC1. (3) Given the product [O:7]1[C:12]2[CH:13]=[CH:14][CH:15]=[CH:16][C:11]=2[N:10]=[C:5]1[CH:4]1[CH2:3][CH2:2][NH:1][CH2:9][CH2:8]1, predict the reactants needed to synthesize it. The reactants are: [NH:1]1[CH2:9][CH2:8][CH:4]([C:5]([OH:7])=O)[CH2:3][CH2:2]1.[NH2:10][C:11]1[CH:16]=[CH:15][CH:14]=[CH:13][C:12]=1O. (4) Given the product [C:1]12([CH2:11][NH:12][C:13]([C:14]3[C:19]([Cl:20])=[CH:18][N:17]=[C:16]([C:25]#[C:24][CH2:23][N:26]([CH2:34][CH2:35][CH2:36][O:37][CH:38]4[CH2:43][CH2:42][CH2:41][CH2:40][O:39]4)[C:27](=[O:33])[O:28][C:29]([CH3:32])([CH3:30])[CH3:31])[CH:15]=3)=[O:22])[CH2:10][CH:5]3[CH2:6][CH:7]([CH2:9][CH:3]([CH2:4]3)[CH2:2]1)[CH2:8]2, predict the reactants needed to synthesize it. The reactants are: [C:1]12([CH2:11][NH:12][C:13](=[O:22])[C:14]3[C:19]([Cl:20])=[CH:18][N:17]=[C:16](Br)[CH:15]=3)[CH2:10][CH:5]3[CH2:6][CH:7]([CH2:9][CH:3]([CH2:4]3)[CH2:2]1)[CH2:8]2.[CH2:23]([N:26]([CH2:34][CH2:35][CH2:36][O:37][CH:38]1[CH2:43][CH2:42][CH2:41][CH2:40][O:39]1)[C:27](=[O:33])[O:28][C:29]([CH3:32])([CH3:31])[CH3:30])[C:24]#[CH:25].